Dataset: Catalyst prediction with 721,799 reactions and 888 catalyst types from USPTO. Task: Predict which catalyst facilitates the given reaction. (1) Reactant: C[O:2][C:3]([C:5]1[CH:6]=[N:7][N:8]2[C:13]([C:14](=[O:33])[NH:15][C@@H:16]3[C:24]4[C:19](=[C:20]([CH3:32])[C:21]([C:25]([O:27][C:28]([CH3:31])([CH3:30])[CH3:29])=[O:26])=[CH:22][CH:23]=4)[CH2:18][CH2:17]3)=[CH:12][C:11]([C:34](=[O:45])[NH:35][CH2:36][C:37]3[CH:42]=[CH:41][C:40]([F:43])=[C:39]([F:44])[CH:38]=3)=[N:10][C:9]=12)=O.[NH3:46]. Product: [C:28]([O:27][C:25]([C:21]1[C:20]([CH3:32])=[C:19]2[C:24](=[CH:23][CH:22]=1)[C@@H:16]([NH:15][C:14]([C:13]1[N:8]3[N:7]=[CH:6][C:5]([C:3](=[O:2])[NH2:46])=[C:9]3[N:10]=[C:11]([C:34](=[O:45])[NH:35][CH2:36][C:37]3[CH:42]=[CH:41][C:40]([F:43])=[C:39]([F:44])[CH:38]=3)[CH:12]=1)=[O:33])[CH2:17][CH2:18]2)=[O:26])([CH3:29])([CH3:31])[CH3:30]. The catalyst class is: 5. (2) Reactant: [CH3:1][C:2]1([C:17]2[CH:18]=[C:19]([NH:23][S:24]([CH3:27])(=[O:26])=[O:25])[CH:20]=[CH:21][CH:22]=2)[CH:7]2[CH:3]1[CH2:4][N:5]([CH2:8][CH2:9][CH2:10][C:11]1[CH:16]=[CH:15][CH:14]=[CH:13][CH:12]=1)[CH2:6]2.[C:28]1([S:34]([OH:37])(=[O:36])=[O:35])[CH:33]=[CH:32][CH:31]=[CH:30][CH:29]=1. The catalyst class is: 131. Product: [C:28]1([S:34]([OH:37])(=[O:36])=[O:35])[CH:33]=[CH:32][CH:31]=[CH:30][CH:29]=1.[CH3:1][C:2]1([C:17]2[CH:18]=[C:19]([NH:23][S:24]([CH3:27])(=[O:26])=[O:25])[CH:20]=[CH:21][CH:22]=2)[CH:7]2[CH:3]1[CH2:4][N:5]([CH2:8][CH2:9][CH2:10][C:11]1[CH:16]=[CH:15][CH:14]=[CH:13][CH:12]=1)[CH2:6]2. (3) Reactant: [F:1][CH2:2][O:3][C:4]1[CH:33]=[CH:32][C:7]2[CH2:8][CH2:9][CH2:10][CH:11]([N:13](C(OC(C)(C)C)=O)[CH2:14][C@H:15]([OH:24])[CH2:16][O:17][C:18]3[CH:23]=[CH:22][CH:21]=[CH:20][CH:19]=3)[CH2:12][C:6]=2[CH:5]=1.Cl.C(=O)([O-])O.[Na+]. Product: [F:1][CH2:2][O:3][C:4]1[CH:33]=[CH:32][C:7]2[CH2:8][CH2:9][CH2:10][CH:11]([NH:13][CH2:14][C@H:15]([OH:24])[CH2:16][O:17][C:18]3[CH:23]=[CH:22][CH:21]=[CH:20][CH:19]=3)[CH2:12][C:6]=2[CH:5]=1. The catalyst class is: 13. (4) Reactant: C([O:3][C:4](=[O:21])[C@H:5]([CH2:14][C:15]1[CH:20]=[CH:19][CH:18]=[CH:17][CH:16]=1)[NH:6][CH2:7][CH2:8][CH2:9][S:10]([OH:13])(=[O:12])=[O:11])C. Product: [C:15]1([CH2:14][C@H:5]([NH:6][CH2:7][CH2:8][CH2:9][S:10]([OH:13])(=[O:11])=[O:12])[C:4]([OH:21])=[O:3])[CH:16]=[CH:17][CH:18]=[CH:19][CH:20]=1. The catalyst class is: 74. (5) Reactant: Cl.[NH2:2][C:3]1[C:12]([C:13]([OH:15])=O)=[CH:11][C:10]([Br:16])=[C:9]2[C:4]=1[CH:5]=[CH:6][N:7]=[CH:8]2.F[P-](F)(F)(F)(F)F.N1(O[P+](N(C)C)(N(C)C)N(C)C)C2C=CC=CC=2N=N1.[NH2:44][C@H:45]1[CH2:50][CH2:49][CH2:48][CH2:47][C@@H:46]1[OH:51].C(N(CC)CC)C. Product: [NH2:2][C:3]1[C:12]([C:13]([NH:44][C@H:45]2[CH2:50][CH2:49][CH2:48][CH2:47][C@@H:46]2[OH:51])=[O:15])=[CH:11][C:10]([Br:16])=[C:9]2[C:4]=1[CH:5]=[CH:6][N:7]=[CH:8]2. The catalyst class is: 139. (6) Reactant: S(Cl)([Cl:3])=O.[C:5]([N:8]1[CH2:13][CH2:12][CH:11]([CH2:14][CH2:15][C:16]([OH:18])=O)[CH2:10][CH2:9]1)(=[O:7])[CH3:6]. Product: [C:5]([N:8]1[CH2:13][CH2:12][CH:11]([CH2:14][CH2:15][C:16]([Cl:3])=[O:18])[CH2:10][CH2:9]1)(=[O:7])[CH3:6]. The catalyst class is: 28. (7) Reactant: [CH2:1]1[N:6](C(OCC2C=CC=CC=2)=O)[CH2:5][CH2:4][N:3]2[CH2:17][CH2:18][CH2:19][CH2:20][C@H:2]12. Product: [CH2:1]1[NH:6][CH2:5][CH2:4][N:3]2[CH2:17][CH2:18][CH2:19][CH2:20][C@H:2]12. The catalyst class is: 5. (8) Reactant: CN(C(O[N:9]1N=N[C:11]2C=CC=[CH:15][C:10]1=2)=[N+](C)C)C.[B-](F)(F)(F)F.CN1CC[O:27]CC1.[CH:30]1([CH2:36][O:37][C:38]2[C:39]3[N:40]([C:44]([C:49]([OH:51])=O)=[C:45]([CH2:47][CH3:48])[N:46]=3)[CH:41]=[CH:42][CH:43]=2)[CH2:35][CH2:34][CH2:33][CH2:32][CH2:31]1. Product: [CH:30]1([CH2:36][O:37][C:38]2[C:39]3[N:40]([C:44]([C:49]([NH:9][C@H:10]([CH3:11])[CH2:15][OH:27])=[O:51])=[C:45]([CH2:47][CH3:48])[N:46]=3)[CH:41]=[CH:42][CH:43]=2)[CH2:31][CH2:32][CH2:33][CH2:34][CH2:35]1. The catalyst class is: 16.